This data is from Forward reaction prediction with 1.9M reactions from USPTO patents (1976-2016). The task is: Predict the product of the given reaction. (1) The product is: [NH2:1][C:2]1[CH:10]=[CH:9][CH:8]=[C:7]([Cl:11])[C:3]=1[C:4]([NH:19][C:18]1[CH:20]=[CH:21][CH:22]=[CH:23][C:17]=1[F:16])=[O:6]. Given the reactants [NH2:1][C:2]1[CH:10]=[CH:9][CH:8]=[C:7]([Cl:11])[C:3]=1[C:4]([OH:6])=O.O=S(Cl)Cl.[F:16][C:17]1[CH:23]=[CH:22][CH:21]=[CH:20][C:18]=1[NH2:19].C(Cl)(Cl)Cl, predict the reaction product. (2) Given the reactants [Br:1][C:2]1[CH:6]=[N:5][N:4]([CH3:7])[C:3]=1[C:8]1[CH:9]=[C:10]([NH2:16])[CH:11]=[CH:12][C:13]=1[O:14][CH3:15].[F:17][C:18]([F:29])([F:28])[C:19]1[CH:24]=[CH:23][CH:22]=[C:21]([N:25]=[C:26]=[O:27])[CH:20]=1, predict the reaction product. The product is: [Br:1][C:2]1[CH:6]=[N:5][N:4]([CH3:7])[C:3]=1[C:8]1[CH:9]=[C:10]([NH:16][C:26]([NH:25][C:21]2[CH:22]=[CH:23][CH:24]=[C:19]([C:18]([F:17])([F:28])[F:29])[CH:20]=2)=[O:27])[CH:11]=[CH:12][C:13]=1[O:14][CH3:15]. (3) Given the reactants C([O:7][C:8]1[CH:13]=[C:12]([CH2:14][CH2:15]OS(C)(=O)=O)[O:11][C:10](=[O:21])[C:9]=1[C:22]1[C:27]([CH3:28])=[CH:26][C:25]([CH3:29])=[CH:24][C:23]=1[CH3:30])(=O)C(C)(C)C.[CH3:31][C:32]1[CH:37]=[CH:36][C:35]([SH:38])=[CH:34][CH:33]=1.C([O-])([O-])=O.[K+].[K+].Cl, predict the reaction product. The product is: [OH:7][C:8]1[CH:13]=[C:12]([CH2:14][CH2:15][S:38][C:35]2[CH:36]=[CH:37][C:32]([CH3:31])=[CH:33][CH:34]=2)[O:11][C:10](=[O:21])[C:9]=1[C:22]1[C:27]([CH3:28])=[CH:26][C:25]([CH3:29])=[CH:24][C:23]=1[CH3:30].